Dataset: Catalyst prediction with 721,799 reactions and 888 catalyst types from USPTO. Task: Predict which catalyst facilitates the given reaction. (1) Reactant: [OH:1][C@H:2]1[CH2:6][N:5]([C:7]([O:9][C:10]([CH3:13])([CH3:12])[CH3:11])=[O:8])[C@H:4]([CH2:14][O:15][Si](C(C)(C)C)(C)C)[CH2:3]1.[C:23]1([CH3:33])[CH:28]=[CH:27][C:26]([S:29](Cl)(=[O:31])=[O:30])=[CH:25][CH:24]=1.Cl.CC1C=CC(S(O)(=O)=O)=CC=1.O.C([O-])(O)=O.[Na+]. Product: [OH:15][CH2:14][C@@H:4]1[CH2:3][C@@H:2]([O:1][S:29]([C:26]2[CH:27]=[CH:28][C:23]([CH3:33])=[CH:24][CH:25]=2)(=[O:31])=[O:30])[CH2:6][N:5]1[C:7]([O:9][C:10]([CH3:11])([CH3:12])[CH3:13])=[O:8]. The catalyst class is: 17. (2) Reactant: [N+:1]([C:4]1[CH:11]=[CH:10][C:7]([CH2:8]Br)=[CH:6][CH:5]=1)([O-:3])=[O:2].[CH3:12][C:13]1([CH3:21])[O:20][C:18](=[O:19])[CH2:17][C:15](=O)O1.[C:22](=[O:25])([O-:24])[O-].[K+].[K+].[OH2:28]. Product: [CH3:21][C:13]1([CH3:12])[O:24][C:22](=[O:25])[C:17]([CH2:15][C:7]2[CH:10]=[CH:11][C:4]([N+:1]([O-:2])=[O:28])=[CH:5][CH:6]=2)([CH2:8][C:7]2[CH:10]=[CH:11][C:4]([N+:1]([O-:3])=[O:2])=[CH:5][CH:6]=2)[C:18](=[O:19])[O:20]1. The catalyst class is: 131.